From a dataset of NCI-60 drug combinations with 297,098 pairs across 59 cell lines. Regression. Given two drug SMILES strings and cell line genomic features, predict the synergy score measuring deviation from expected non-interaction effect. (1) Drug 1: C1CCN(CC1)CCOC2=CC=C(C=C2)C(=O)C3=C(SC4=C3C=CC(=C4)O)C5=CC=C(C=C5)O. Drug 2: C1C(C(OC1N2C=NC(=NC2=O)N)CO)O. Cell line: M14. Synergy scores: CSS=-4.75, Synergy_ZIP=4.16, Synergy_Bliss=3.62, Synergy_Loewe=-2.94, Synergy_HSA=-2.25. (2) Drug 1: CCC1(CC2CC(C3=C(CCN(C2)C1)C4=CC=CC=C4N3)(C5=C(C=C6C(=C5)C78CCN9C7C(C=CC9)(C(C(C8N6C)(C(=O)OC)O)OC(=O)C)CC)OC)C(=O)OC)O.OS(=O)(=O)O. Drug 2: C1=NNC2=C1C(=O)NC=N2. Cell line: IGROV1. Synergy scores: CSS=-1.37, Synergy_ZIP=0.709, Synergy_Bliss=0.199, Synergy_Loewe=-1.48, Synergy_HSA=-1.51.